Dataset: Forward reaction prediction with 1.9M reactions from USPTO patents (1976-2016). Task: Predict the product of the given reaction. (1) Given the reactants C(OC([N:8]1[CH2:20][CH2:19][C:18]2[C:17]3[C:12](=[CH:13][CH:14]=[C:15]([O:21][Si:22]([CH:29]([CH3:31])[CH3:30])([CH:26]([CH3:28])[CH3:27])[CH:23]([CH3:25])[CH3:24])[CH:16]=3)[N:11]([CH3:32])[C:10]=2[CH2:9]1)=O)(C)(C)C.[F:33][C:34]([F:39])([F:38])[C:35]([OH:37])=[O:36], predict the reaction product. The product is: [F:33][C:34]([F:39])([F:38])[C:35]([OH:37])=[O:36].[CH3:32][N:11]1[C:10]2[CH2:9][NH:8][CH2:20][CH2:19][C:18]=2[C:17]2[C:12]1=[CH:13][CH:14]=[C:15]([O:21][Si:22]([CH:23]([CH3:25])[CH3:24])([CH:29]([CH3:31])[CH3:30])[CH:26]([CH3:28])[CH3:27])[CH:16]=2. (2) Given the reactants [CH3:1][C:2]1[CH:7]=[C:6]([CH3:8])[CH:5]=[CH:4][C:3]=1[CH:9]([NH:16][C:17](=[O:48])[CH2:18][C:19]1[CH:20]=[CH:21][C:22]2[O:26][C:25]([CH:27]([C:41]3[CH:46]=[CH:45][N:44]=[CH:43][CH:42]=3)[N:28]3[CH2:33][CH2:32][N:31](C(OC(C)(C)C)=O)[CH2:30][CH2:29]3)=[CH:24][C:23]=2[CH:47]=1)[C:10]1[CH:15]=[CH:14][CH:13]=[CH:12][CH:11]=1.[OH-].[Na+], predict the reaction product. The product is: [CH3:1][C:2]1[CH:7]=[C:6]([CH3:8])[CH:5]=[CH:4][C:3]=1[CH:9]([C:10]1[CH:11]=[CH:12][CH:13]=[CH:14][CH:15]=1)[NH:16][C:17](=[O:48])[CH2:18][C:19]1[CH:20]=[CH:21][C:22]2[O:26][C:25]([CH:27]([N:28]3[CH2:33][CH2:32][NH:31][CH2:30][CH2:29]3)[C:41]3[CH:46]=[CH:45][N:44]=[CH:43][CH:42]=3)=[CH:24][C:23]=2[CH:47]=1. (3) Given the reactants BrC1C=C(C)C=C2C=1N=CN(NC1C=C(Cl)C=CC=1SC)C2=O.[Br:24][C:25]1[CH:26]=[C:27]([CH3:54])[CH:28]=[C:29]2[C:34]=1[N:33]=[CH:32][N:31]([N:35]([C:43]1[CH:48]=[C:47]([Cl:49])[CH:46]=[CH:45][C:44]=1[S:50][CH2:51]C)[C:36](=[O:42])[O:37][C:38]([CH3:41])([CH3:40])[CH3:39])[C:30]2=[O:53], predict the reaction product. The product is: [Br:24][C:25]1[CH:26]=[C:27]([CH3:54])[CH:28]=[C:29]2[C:34]=1[N:33]=[CH:32][N:31]([N:35]([C:43]1[CH:48]=[C:47]([Cl:49])[CH:46]=[CH:45][C:44]=1[S:50][CH3:51])[C:36](=[O:42])[O:37][C:38]([CH3:41])([CH3:40])[CH3:39])[C:30]2=[O:53]. (4) Given the reactants [CH3:1][C:2]1([CH3:33])[C:8](=[O:9])[NH:7][C:6]2[N:10]=[CH:11][C:12](/[CH:14]=[CH:15]/[C:16]([N:18]([CH3:32])[CH2:19][C:20]3[O:21][C:22]4[CH:31]=[CH:30][CH:29]=[CH:28][C:23]=4[C:24]=3[CH2:25][CH2:26][CH3:27])=[O:17])=[CH:13][C:5]=2[CH2:4][NH:3]1.[ClH:34], predict the reaction product. The product is: [ClH:34].[CH3:33][C:2]1([CH3:1])[C:8](=[O:9])[NH:7][C:6]2[N:10]=[CH:11][C:12](/[CH:14]=[CH:15]/[C:16]([N:18]([CH3:32])[CH2:19][C:20]3[O:21][C:22]4[CH:31]=[CH:30][CH:29]=[CH:28][C:23]=4[C:24]=3[CH2:25][CH2:26][CH3:27])=[O:17])=[CH:13][C:5]=2[CH2:4][NH:3]1. (5) Given the reactants [CH2:1]([N:5]1[CH:10]=[CH:9][C:8]([O:11][S:12]([C:15]([F:18])([F:17])[F:16])(=[O:14])=[O:13])=[C:7]([Cl:19])[C:6]1=[O:20])[CH2:2][CH2:3][CH3:4].ClC1C(=O)N(CC2CC2)C=CC=1O, predict the reaction product. The product is: [Cl:19][C:7]1[C:6](=[O:20])[N:5]([CH2:1][CH:2]2[CH2:4][CH2:3]2)[CH:10]=[CH:9][C:8]=1[O:11][S:12]([C:15]([F:16])([F:17])[F:18])(=[O:14])=[O:13]. (6) Given the reactants Cl.[NH2:2][CH2:3][C:4]1[CH:5]=[C:6]2[C:10](=[CH:11][CH:12]=1)[C:9](=[O:13])[N:8]([CH:14]1[CH2:19][CH2:18][C:17](=[O:20])[NH:16][C:15]1=[O:21])[C:7]2=[O:22].Cl.[N:24]1[CH:29]=[CH:28][CH:27]=[CH:26][C:25]=1[C:30](Cl)=[O:31], predict the reaction product. The product is: [O:21]=[C:15]1[CH:14]([N:8]2[C:7](=[O:22])[C:6]3[C:10](=[CH:11][CH:12]=[C:4]([CH2:3][NH:2][C:30]([C:25]4[CH:26]=[CH:27][CH:28]=[CH:29][N:24]=4)=[O:31])[CH:5]=3)[C:9]2=[O:13])[CH2:19][CH2:18][C:17](=[O:20])[NH:16]1. (7) The product is: [NH2:1][CH:2]([CH2:5][CH2:6][S:7][CH3:8])[C:3]([OH:9])=[O:4]. Given the reactants [NH2:1][CH:2]([CH2:5][CH2:6][S:7][CH3:8])[CH2:3][OH:4].[OH-:9].[Na+].O, predict the reaction product.